From a dataset of Catalyst prediction with 721,799 reactions and 888 catalyst types from USPTO. Predict which catalyst facilitates the given reaction. (1) Reactant: I[C:2]1[CH:3]=[C:4]2[C:8](=[CH:9][CH:10]=1)[N:7]([CH:11]1[CH2:16][CH2:15][CH2:14][CH2:13][O:12]1)[N:6]=[C:5]2[CH:17]=[O:18].[N:19]1[CH:24]=[CH:23][CH:22]=[C:21](B(O)O)[CH:20]=1.[O-]P([O-])([O-])=O.[K+].[K+].[K+]. Product: [N:19]1[CH:24]=[CH:23][CH:22]=[C:21]([C:2]2[CH:3]=[C:4]3[C:8](=[CH:9][CH:10]=2)[N:7]([CH:11]2[CH2:16][CH2:15][CH2:14][CH2:13][O:12]2)[N:6]=[C:5]3[CH:17]=[O:18])[CH:20]=1. The catalyst class is: 70. (2) Reactant: [C:1]([O:5][C:6](=[O:35])[NH:7][CH2:8][CH2:9][CH2:10][NH:11][CH:12]([C:16]1[N:25]([CH2:26][C:27]2[CH:32]=[CH:31][CH:30]=[CH:29][CH:28]=2)[C:24](=[O:33])[C:23]2[C:18](=[CH:19][C:20]([Cl:34])=[CH:21][CH:22]=2)[N:17]=1)[CH:13]([CH3:15])[CH3:14])([CH3:4])([CH3:3])[CH3:2].CCN(C(C)C)C(C)C.[C:45]1([CH3:54])[CH:50]=[CH:49][C:48]([C:51](Cl)=[O:52])=[CH:47][CH:46]=1. Product: [C:1]([O:5][C:6](=[O:35])[NH:7][CH2:8][CH2:9][CH2:10][N:11]([C@@H:12]([C:16]1[N:25]([CH2:26][C:27]2[CH:32]=[CH:31][CH:30]=[CH:29][CH:28]=2)[C:24](=[O:33])[C:23]2[C:18](=[CH:19][C:20]([Cl:34])=[CH:21][CH:22]=2)[N:17]=1)[CH:13]([CH3:15])[CH3:14])[C:51](=[O:52])[C:48]1[CH:49]=[CH:50][C:45]([CH3:54])=[CH:46][CH:47]=1)([CH3:3])([CH3:4])[CH3:2].[C:1]([O:5][C:6](=[O:35])[NH:7][CH2:8][CH2:9][CH2:10][N:11]([CH:12]([C:16]1[N:25]([CH2:26][C:27]2[CH:32]=[CH:31][CH:30]=[CH:29][CH:28]=2)[C:24](=[O:33])[C:23]2[C:18](=[CH:19][C:20]([Cl:34])=[CH:21][CH:22]=2)[N:17]=1)[CH:13]([CH3:15])[CH3:14])[C:51](=[O:52])[C:48]1[CH:49]=[CH:50][C:45]([CH3:54])=[CH:46][CH:47]=1)([CH3:3])([CH3:4])[CH3:2]. The catalyst class is: 2. (3) The catalyst class is: 5. Reactant: [F:1][C:2]1[CH:7]=[C:6]([F:8])[CH:5]=[CH:4][C:3]=1[C@:9]12[CH2:18][O:17][C@@H:16]([CH2:19][F:20])[CH2:15][C@H:14]1[C@@H:13]([CH3:21])[S:12][C:11]([NH:22]C(=O)C1C=CC=CC=1)=[N:10]2.N12CCCN=C1CCCCC2. Product: [F:1][C:2]1[CH:7]=[C:6]([F:8])[CH:5]=[CH:4][C:3]=1[C@:9]12[CH2:18][O:17][C@@H:16]([CH2:19][F:20])[CH2:15][C@H:14]1[C@@H:13]([CH3:21])[S:12][C:11]([NH2:22])=[N:10]2. (4) Product: [Br:1][C:2]1[C:8]([O:9][C:10]2[CH:15]=[CH:14][C:13]([F:16])=[CH:12][C:11]=2[F:17])=[CH:7][C:5]([NH:6][C:30](=[O:31])[C:29]([F:40])([F:39])[F:28])=[C:4]([N+:18]([O-:20])=[O:19])[CH:3]=1. Reactant: [Br:1][C:2]1[C:8]([O:9][C:10]2[CH:15]=[CH:14][C:13]([F:16])=[CH:12][C:11]=2[F:17])=[CH:7][C:5]([NH2:6])=[C:4]([N+:18]([O-:20])=[O:19])[CH:3]=1.C(N(CC)CC)C.[F:28][C:29]([F:40])([F:39])[C:30](O[C:30](=[O:31])[C:29]([F:40])([F:39])[F:28])=[O:31]. The catalyst class is: 34. (5) Reactant: C([O:5][C:6](=[O:34])[C:7]1[CH:12]=[CH:11][CH:10]=[C:9]([NH:13][CH2:14][CH2:15][N:16]2[C:25]3[C:20]([C:21](=[O:27])[NH:22][C:23](=[O:26])[N:24]=3)=[N:19][C:18]3[CH:28]=[C:29]([CH3:33])[C:30]([CH3:32])=[CH:31][C:17]2=3)[CH:8]=1)(C)(C)C.FC(F)(F)C(O)=O. Product: [CH3:33][C:29]1[C:30]([CH3:32])=[CH:31][C:17]2[N:16]([CH2:15][CH2:14][NH:13][C:9]3[CH:8]=[C:7]([CH:12]=[CH:11][CH:10]=3)[C:6]([OH:34])=[O:5])[C:25]3[C:20]([C:21](=[O:27])[NH:22][C:23](=[O:26])[N:24]=3)=[N:19][C:18]=2[CH:28]=1. The catalyst class is: 2. (6) Reactant: [CH3:1][O:2][C:3]1[CH:8]=[CH:7][C:6]([C:9]2([C:14]3[CH:19]=[CH:18][C:17]([O:20][CH3:21])=[CH:16][CH:15]=3)[CH2:11][C:10]2(Br)[CH3:12])=[CH:5][CH:4]=1.CS(C)=O.CC(C)([O-])C.[K+].O. Product: [CH3:21][O:20][C:17]1[CH:16]=[CH:15][C:14]([C:9]2([C:6]3[CH:5]=[CH:4][C:3]([O:2][CH3:1])=[CH:8][CH:7]=3)[CH2:11][C:10]2=[CH2:12])=[CH:19][CH:18]=1. The catalyst class is: 2.